Dataset: Reaction yield outcomes from USPTO patents with 853,638 reactions. Task: Predict the reaction yield, written as a fraction of the theoretical maximum amount of product (1.0 means a 100% yield; for example, 0.34 means a 34% yield). (1) The reactants are [CH3:1][C:2]1[CH:11]=[CH:10][C:9]2[C:4](=[CH:5][CH:6]=[CH:7][C:8]=2[O:12][CH2:13][CH2:14][N:15]2[CH2:20][CH2:19][CH:18]([CH2:21][C:22]3[CH:23]=[CH:24][C:25]4[O:30][CH2:29][C:28](=O)[NH:27][C:26]=4[CH:32]=3)[CH2:17][CH2:16]2)[N:3]=1.[H-].[Al+3].[Li+].[H-].[H-].[H-]. No catalyst specified. The product is [CH3:1][C:2]1[CH:11]=[CH:10][C:9]2[C:4](=[CH:5][CH:6]=[CH:7][C:8]=2[O:12][CH2:13][CH2:14][N:15]2[CH2:16][CH2:17][CH:18]([CH2:21][C:22]3[CH:23]=[CH:24][C:25]4[O:30][CH2:29][CH2:28][NH:27][C:26]=4[CH:32]=3)[CH2:19][CH2:20]2)[N:3]=1. The yield is 0.540. (2) The reactants are Cl.[NH2:2][C@H:3]1[CH2:8][CH2:7][C@H:6]([OH:9])[CH2:5][CH2:4]1.[C:10]([O:14][C:15](O[C:15]([O:14][C:10]([CH3:13])([CH3:12])[CH3:11])=[O:16])=[O:16])([CH3:13])([CH3:12])[CH3:11].[OH-].[Na+].O. The catalyst is O1CCOCC1. The product is [C:10]([O:14][C:15](=[O:16])[NH:2][CH:3]1[CH2:8][CH2:7][CH:6]([OH:9])[CH2:5][CH2:4]1)([CH3:13])([CH3:12])[CH3:11]. The yield is 0.740. (3) The reactants are [CH2:1]([C@H:8]1[CH2:13][N:12]([C:14]2[CH:19]=[CH:18][C:17]([O:20][CH3:21])=[C:16]([O:22][CH:23]3[CH2:27][CH2:26][CH2:25][CH2:24]3)[CH:15]=2)[CH2:11][CH2:10][N:9]1[CH2:28][C:29]([NH:31][O:32]CC1C=CC=CC=1)=[O:30])[C:2]1[CH:7]=[CH:6][CH:5]=[CH:4][CH:3]=1. The catalyst is CO. The product is [CH2:1]([C@H:8]1[CH2:13][N:12]([C:14]2[CH:19]=[CH:18][C:17]([O:20][CH3:21])=[C:16]([O:22][CH:23]3[CH2:27][CH2:26][CH2:25][CH2:24]3)[CH:15]=2)[CH2:11][CH2:10][N:9]1[CH2:28][C:29]([NH:31][OH:32])=[O:30])[C:2]1[CH:7]=[CH:6][CH:5]=[CH:4][CH:3]=1. The yield is 0.560. (4) The yield is 0.0800. The product is [C:1]1([C:7]2[CH:12]=[C:11]([CH:13]3[CH2:18][C:17](=[O:19])[N:16]([CH3:20])[C:15](=[O:21])[CH2:14]3)[CH:10]=[CH:9][C:8]=2[NH:22][C:23]([C:25]2[NH:26][CH:27]=[C:28]([C:30]#[N:31])[N:29]=2)=[O:24])[CH2:6][CH2:5][CH2:4][CH2:3][CH:2]=1. The reactants are [C:1]1([C:7]2[CH:12]=[C:11]([CH:13]3[CH2:18][C:17](=[O:19])[N:16]([CH3:20])[C:15](=[O:21])[CH2:14]3)[CH:10]=[CH:9][C:8]=2[NH:22][C:23]([C:25]2[N:26](COCC[Si](C)(C)C)[CH:27]=[C:28]([C:30]#[N:31])[N:29]=2)=[O:24])[CH2:6][CH2:5][CH2:4][CH2:3][CH:2]=1.CO.C(O)(C(F)(F)F)=O. The catalyst is C(Cl)Cl. (5) The reactants are [C:1]([C:5]1[O:6][C:7]2[C:13]([S:14](Cl)(=[O:16])=[O:15])=[C:12]([Cl:18])[CH:11]=[CH:10][C:8]=2[N:9]=1)([CH3:4])([CH3:3])[CH3:2].C(N(CC)CC)C.[CH3:26][C:27]([O:30][C:31]([NH:33][CH:34]1[CH2:39][CH2:38][NH:37][CH2:36][CH2:35]1)=[O:32])([CH3:29])[CH3:28]. The catalyst is C1COCC1. The product is [C:27]([O:30][C:31](=[O:32])[NH:33][CH:34]1[CH2:39][CH2:38][N:37]([S:14]([C:13]2[C:7]3[O:6][C:5]([C:1]([CH3:4])([CH3:3])[CH3:2])=[N:9][C:8]=3[CH:10]=[CH:11][C:12]=2[Cl:18])(=[O:16])=[O:15])[CH2:36][CH2:35]1)([CH3:29])([CH3:26])[CH3:28]. The yield is 0.540. (6) The reactants are Cl.Cl[C:3]1[NH:4][C:5](=[O:14])[C:6]2[C:12]([CH3:13])=[CH:11][CH:10]=[N:9][C:7]=2[N:8]=1.[C:15]1([CH2:21][CH2:22][CH2:23][CH2:24][CH2:25][OH:26])[CH:20]=[CH:19][CH:18]=[CH:17][CH:16]=1.CC([O-])(C)C.[K+]. The catalyst is CS(C)=O. The product is [CH3:13][C:12]1[C:6]2[C:5](=[O:14])[NH:4][C:3]([O:26][CH2:25][CH2:24][CH2:23][CH2:22][CH2:21][C:15]3[CH:16]=[CH:17][CH:18]=[CH:19][CH:20]=3)=[N:8][C:7]=2[N:9]=[CH:10][CH:11]=1. The yield is 0.320. (7) The reactants are [C:1]1([C:7]2[CH:15]=[C:14]3[C:10]([CH2:11][C:12](=[O:16])[NH:13]3)=[CH:9][CH:8]=2)[CH:6]=[CH:5][CH:4]=[CH:3][CH:2]=1.[CH2:17]([N:19]([CH2:33][CH3:34])[CH2:20][CH2:21][N:22]([CH3:32])[C:23]([C:25]1[NH:26][C:27]([CH:30]=O)=[CH:28][CH:29]=1)=[O:24])[CH3:18]. No catalyst specified. The product is [CH2:33]([N:19]([CH2:17][CH3:18])[CH2:20][CH2:21][N:22]([CH3:32])[C:23]([C:25]1[NH:26][C:27]([CH:30]=[C:11]2[C:10]3[C:14](=[CH:15][C:7]([C:1]4[CH:2]=[CH:3][CH:4]=[CH:5][CH:6]=4)=[CH:8][CH:9]=3)[NH:13][C:12]2=[O:16])=[CH:28][CH:29]=1)=[O:24])[CH3:34]. The yield is 0.630. (8) The reactants are [NH2:1][C:2]1[C:7]([CH3:8])=[CH:6][C:5]([OH:9])=[C:4]([C:10]([CH3:13])([CH3:12])[CH3:11])[CH:3]=1.Br.[CH2:15](Br)[CH3:16].[CH3:18][NH:19][CH3:20].[OH-].[K+]. The catalyst is COCCOC. The product is [C:10]([C:4]1[C:5]([O:9][CH2:16][CH2:15][N:19]([CH3:20])[CH3:18])=[CH:6][C:7]([CH3:8])=[C:2]([NH2:1])[CH:3]=1)([CH3:13])([CH3:12])[CH3:11]. The yield is 0.260. (9) The reactants are [N:1]1([C:6]([C:8]2[N:16]=[CH:15][C:14]3[NH:13][C:12]4[N:17]=[CH:18][C:19](Br)=[CH:20][C:11]=4[C:10]=3[CH:9]=2)=[O:7])[CH2:5][CH2:4][CH2:3][CH2:2]1.[C:22](#[N:24])[CH3:23]. The catalyst is C(=O)([O-])[O-].[Na+].[Na+].Cl[Pd](Cl)([P](C1C=CC=CC=1)(C1C=CC=CC=1)C1C=CC=CC=1)[P](C1C=CC=CC=1)(C1C=CC=CC=1)C1C=CC=CC=1. The product is [N:1]1([C:6]([C:8]2[N:16]=[CH:15][C:14]3[NH:13][C:12]4[N:17]=[CH:18][C:19]([C:9]5[CH:10]=[CH:14][C:22]([N:24]6[CH2:4][CH2:5][N:1]([CH3:6])[CH2:2][CH2:3]6)=[CH:23][CH:8]=5)=[CH:20][C:11]=4[C:10]=3[CH:9]=2)=[O:7])[CH2:5][CH2:4][CH2:3][CH2:2]1. The yield is 0.0500. (10) The reactants are [N:1]1[CH:6]=[CH:5][CH:4]=[CH:3][C:2]=1[C:7]1[CH:13]=[CH:12][CH:11]=[CH:10][C:8]=1N.[N:14]1C=CC=CC=1.[N+:20]([C:23]1[CH:28]=[CH:27][CH:26]=[CH:25][C:24]=1[S:29](Cl)(=[O:31])=[O:30])([O-:22])=[O:21].O. The catalyst is C(Cl)Cl. The product is [N:1]1[CH:6]=[CH:5][CH:4]=[CH:3][C:2]=1[C:7]1[CH:13]=[CH:12][CH:11]=[CH:10][C:8]=1[C:28]1[C:23]([N+:20]([O-:22])=[O:21])=[C:24]([S:29]([NH2:14])(=[O:31])=[O:30])[CH:25]=[CH:26][CH:27]=1. The yield is 0.750.